Dataset: Forward reaction prediction with 1.9M reactions from USPTO patents (1976-2016). Task: Predict the product of the given reaction. (1) Given the reactants I[C:2]1[C:10]2[C:5](=[N:6][CH:7]=[C:8]([C:11]3[CH:12]=[CH:13][C:14]([N:17]4[CH2:22][CH2:21][N:20]([C:23]([O:25][C:26]([CH3:29])([CH3:28])[CH3:27])=[O:24])[CH2:19][CH2:18]4)=[N:15][CH:16]=3)[CH:9]=2)[N:4]([S:30]([C:33]2[CH:39]=[CH:38][C:36]([CH3:37])=[CH:35][CH:34]=2)(=[O:32])=[O:31])[CH:3]=1.[CH2:40]([N:47]1[CH:51]=[C:50](B2OC(C)(C)C(C)(C)O2)[CH:49]=[N:48]1)[C:41]1[CH:46]=[CH:45][CH:44]=[CH:43][CH:42]=1.C(=O)([O-])[O-].[Na+].[Na+], predict the reaction product. The product is: [CH2:40]([N:47]1[CH:51]=[C:50]([C:2]2[C:10]3[C:5](=[N:6][CH:7]=[C:8]([C:11]4[CH:12]=[CH:13][C:14]([N:17]5[CH2:22][CH2:21][N:20]([C:23]([O:25][C:26]([CH3:29])([CH3:28])[CH3:27])=[O:24])[CH2:19][CH2:18]5)=[N:15][CH:16]=4)[CH:9]=3)[N:4]([S:30]([C:33]3[CH:39]=[CH:38][C:36]([CH3:37])=[CH:35][CH:34]=3)(=[O:32])=[O:31])[CH:3]=2)[CH:49]=[N:48]1)[C:41]1[CH:46]=[CH:45][CH:44]=[CH:43][CH:42]=1. (2) Given the reactants [CH3:1]C1C=CC(C2C=NN(C)C=2)=C(C=1)C(OC)=O.Cl[C:19]1[N:24]=[C:23]([C:25]2[CH:34]=[CH:33][C:32]([CH3:35])=[CH:31][C:26]=2[C:27]([O:29][CH3:30])=[O:28])[CH:22]=[CH:21][N:20]=1.CB1OB(C)OB(C)O1, predict the reaction product. The product is: [CH3:35][C:32]1[CH:33]=[CH:34][C:25]([C:23]2[CH:22]=[CH:21][N:20]=[C:19]([CH3:1])[N:24]=2)=[C:26]([CH:31]=1)[C:27]([O:29][CH3:30])=[O:28]. (3) Given the reactants C1C2C(=CC([O:11][C:12]([CH3:18])([CH3:17])[C:13]([O:15][CH3:16])=[O:14])=CC=2)CCN1.O[C:20]1[CH:21]=[C:22]2[C:27](=[CH:28][CH:29]=1)[CH:26]=[N:25][CH:24]=[CH:23]2, predict the reaction product. The product is: [CH2:26]1[C:27]2[C:22](=[CH:21][CH:20]=[C:29]([O:11][C:12]([CH3:18])([CH3:17])[C:13]([O:15][CH3:16])=[O:14])[CH:28]=2)[CH2:23][CH2:24][NH:25]1. (4) Given the reactants [CH2:1]([N:3]1[C:7]2[N:8]=[C:9]([C:18]3[CH:23]=[CH:22][C:21]([NH:24][C:25]([NH:27][C:28]4[CH:36]=[CH:35][C:31]([C:32](O)=[O:33])=[CH:30][CH:29]=4)=[O:26])=[CH:20][CH:19]=3)[N:10]=[C:11]([N:12]3[CH2:17][CH2:16][O:15][CH2:14][CH2:13]3)[C:6]=2[CH:5]=[CH:4]1)[CH3:2].[NH:37]1[CH2:42][CH2:41][NH:40][CH2:39][CH2:38]1, predict the reaction product. The product is: [CH2:1]([N:3]1[C:7]2[N:8]=[C:9]([C:18]3[CH:23]=[CH:22][C:21]([NH:24][C:25]([NH:27][C:28]4[CH:29]=[CH:30][C:31]([C:32]([N:37]5[CH2:42][CH2:41][NH:40][CH2:39][CH2:38]5)=[O:33])=[CH:35][CH:36]=4)=[O:26])=[CH:20][CH:19]=3)[N:10]=[C:11]([N:12]3[CH2:13][CH2:14][O:15][CH2:16][CH2:17]3)[C:6]=2[CH:5]=[CH:4]1)[CH3:2]. (5) Given the reactants [F:1][C:2]1[CH:7]=[CH:6][C:5]([F:8])=[CH:4][C:3]=1[C@H:9]1[CH2:13][CH2:12][CH2:11][N:10]1[C:14]1[CH:19]=[CH:18][N:17]2[N:20]=[CH:21][C:22]([C:23]#[CH:24])=[C:16]2[N:15]=1.[N:25]([CH2:28][C:29]([N:31]1[CH2:36][CH2:35][N:34]([C:37]([O:39][C:40]([CH3:43])([CH3:42])[CH3:41])=[O:38])[CH2:33][CH2:32]1)=[O:30])=[N+:26]=[N-:27].O.[NH4+].[OH-], predict the reaction product. The product is: [F:1][C:2]1[CH:7]=[CH:6][C:5]([F:8])=[CH:4][C:3]=1[C@H:9]1[CH2:13][CH2:12][CH2:11][N:10]1[C:14]1[CH:19]=[CH:18][N:17]2[N:20]=[CH:21][C:22]([C:23]3[N:27]=[N:26][N:25]([CH2:28][C:29]([N:31]4[CH2:36][CH2:35][N:34]([C:37]([O:39][C:40]([CH3:43])([CH3:42])[CH3:41])=[O:38])[CH2:33][CH2:32]4)=[O:30])[CH:24]=3)=[C:16]2[N:15]=1. (6) Given the reactants [NH:1]1[C:9]2[C:4](=[CH:5][CH:6]=[CH:7][CH:8]=2)[C:3]([C:10]2[CH:15]=[CH:14][CH:13]=[CH:12][C:11]=2[CH2:16][C:17]([O:19]C)=[O:18])=[CH:2]1.S1C2C=CC=CC=2C=C1C1C=CC=CC=1CC(OC)=O, predict the reaction product. The product is: [NH:1]1[C:9]2[C:4](=[CH:5][CH:6]=[CH:7][CH:8]=2)[C:3]([C:10]2[CH:15]=[CH:14][CH:13]=[CH:12][C:11]=2[CH2:16][C:17]([OH:19])=[O:18])=[CH:2]1. (7) The product is: [CH3:18][C:19]1[CH:23]=[C:22]([CH3:24])[NH:21][C:20]=1[CH:25]=[C:11]1[C:10]2[C:14](=[CH:15][CH:16]=[C:8]([CH2:7][N:6]3[CH2:5][CH2:4][O:3][C:2]3=[O:1])[CH:9]=2)[NH:13][C:12]1=[O:17]. Given the reactants [O:1]=[C:2]1[N:6]([CH2:7][C:8]2[CH:9]=[C:10]3[C:14](=[CH:15][CH:16]=2)[NH:13][C:12](=[O:17])[CH2:11]3)[CH2:5][CH2:4][O:3]1.[CH3:18][C:19]1[CH:23]=[C:22]([CH3:24])[NH:21][C:20]=1[CH:25]=O.N1CCCCC1, predict the reaction product.